From a dataset of Catalyst prediction with 721,799 reactions and 888 catalyst types from USPTO. Predict which catalyst facilitates the given reaction. (1) Reactant: [NH2:1][C:2]1[CH:23]=[CH:22][C:5]([O:6][C:7]2[C:16]3[C:11](=[CH:12][C:13]([O:17][CH2:18][C@H:19]([OH:21])[CH3:20])=[CH:14][CH:15]=3)[N:10]=[CH:9][CH:8]=2)=[CH:4][CH:3]=1.[CH3:24][N:25]1[C:29]([CH3:30])=[C:28]([C:31](O)=[O:32])[C:27](=[O:34])[N:26]1[C:35]1[CH:40]=[CH:39][CH:38]=[CH:37][CH:36]=1.C1C=NC2N(O)N=NC=2C=1.CCN=C=NCCCN(C)C. Product: [OH:21][C@H:19]([CH3:20])[CH2:18][O:17][C:13]1[CH:12]=[C:11]2[C:16]([C:7]([O:6][C:5]3[CH:4]=[CH:3][C:2]([NH:1][C:31]([C:28]4[C:27](=[O:34])[N:26]([C:35]5[CH:36]=[CH:37][CH:38]=[CH:39][CH:40]=5)[N:25]([CH3:24])[C:29]=4[CH3:30])=[O:32])=[CH:23][CH:22]=3)=[CH:8][CH:9]=[N:10]2)=[CH:15][CH:14]=1. The catalyst class is: 34. (2) Reactant: [Br:1][C:2]1[N:3]=[CH:4][C:5](=[O:9])[N:6]([CH3:8])[CH:7]=1.C1(C)C=CC(S([CH2:19][N+:20]#[C-:21])(=O)=O)=CC=1.[H-].[Na+]. Product: [Br:1][C:2]1[N:3]2[CH:19]=[N:20][CH:21]=[C:4]2[C:5](=[O:9])[N:6]([CH3:8])[CH:7]=1. The catalyst class is: 1.